From a dataset of hERG potassium channel inhibition data for cardiac toxicity prediction from Karim et al.. Regression/Classification. Given a drug SMILES string, predict its toxicity properties. Task type varies by dataset: regression for continuous values (e.g., LD50, hERG inhibition percentage) or binary classification for toxic/non-toxic outcomes (e.g., AMES mutagenicity, cardiotoxicity, hepatotoxicity). Dataset: herg_karim. (1) The drug is CNCC[C@@H](Oc1cc(Cl)ccc1C#N)c1ccccc1.Cl. The result is 0 (non-blocker). (2) The molecule is CCN(C)c1cc(C(F)(F)F)cc(COCC2(c3ccc(F)cc3)CCN(C)CC2)n1. The result is 1 (blocker).